Dataset: NCI-60 drug combinations with 297,098 pairs across 59 cell lines. Task: Regression. Given two drug SMILES strings and cell line genomic features, predict the synergy score measuring deviation from expected non-interaction effect. (1) Drug 1: COC1=CC(=CC(=C1O)OC)C2C3C(COC3=O)C(C4=CC5=C(C=C24)OCO5)OC6C(C(C7C(O6)COC(O7)C8=CC=CS8)O)O. Drug 2: CN(C)C1=NC(=NC(=N1)N(C)C)N(C)C. Cell line: EKVX. Synergy scores: CSS=32.9, Synergy_ZIP=-0.835, Synergy_Bliss=3.71, Synergy_Loewe=-29.9, Synergy_HSA=1.97. (2) Drug 1: COC1=C(C=C2C(=C1)N=CN=C2NC3=CC(=C(C=C3)F)Cl)OCCCN4CCOCC4. Drug 2: CC1=C(C(=CC=C1)Cl)NC(=O)C2=CN=C(S2)NC3=CC(=NC(=N3)C)N4CCN(CC4)CCO. Cell line: SR. Synergy scores: CSS=33.5, Synergy_ZIP=-0.920, Synergy_Bliss=-2.65, Synergy_Loewe=-2.84, Synergy_HSA=-3.52.